Dataset: Forward reaction prediction with 1.9M reactions from USPTO patents (1976-2016). Task: Predict the product of the given reaction. Given the reactants [CH2:1]([O:8][C:9]1[C:14](=[O:15])[N:13]2[CH2:16][CH2:17][N:18]([CH:19]([CH3:21])[CH3:20])[C:12]2=[N:11][C:10]=1[C:22](O)=[O:23])[C:2]1[CH:7]=[CH:6][CH:5]=[CH:4][CH:3]=1.[F:25][C:26]1[CH:33]=[CH:32][C:29]([CH2:30][NH2:31])=[CH:28][C:27]=1[CH3:34], predict the reaction product. The product is: [F:25][C:26]1[CH:33]=[CH:32][C:29]([CH2:30][NH:31][C:22]([C:10]2[N:11]=[C:12]3[N:18]([CH:19]([CH3:20])[CH3:21])[CH2:17][CH2:16][N:13]3[C:14](=[O:15])[C:9]=2[O:8][CH2:1][C:2]2[CH:3]=[CH:4][CH:5]=[CH:6][CH:7]=2)=[O:23])=[CH:28][C:27]=1[CH3:34].